From a dataset of Forward reaction prediction with 1.9M reactions from USPTO patents (1976-2016). Predict the product of the given reaction. Given the reactants [CH2:1]([C@H:8]1[CH2:12][O:11][C:10](=[O:13])[N:9]1[CH2:14][C:15]1[CH:20]=[C:19]([C:21]([F:24])([F:23])[F:22])[CH:18]=[CH:17][C:16]=1I)[C:2]1[CH:7]=[CH:6][CH:5]=[CH:4][CH:3]=1.[CH3:26][O:27][C:28]1[CH:33]=[CH:32][C:31]([CH:34]([CH3:36])[CH3:35])=[CH:30][C:29]=1B(O)O.C([O-])([O-])=O.[K+].[K+], predict the reaction product. The product is: [CH2:1]([C@H:8]1[CH2:12][O:11][C:10](=[O:13])[N:9]1[CH2:14][C:15]1[CH:20]=[C:19]([C:21]([F:24])([F:23])[F:22])[CH:18]=[CH:17][C:16]=1[C:33]1[CH:32]=[C:31]([CH:34]([CH3:36])[CH3:35])[CH:30]=[CH:29][C:28]=1[O:27][CH3:26])[C:2]1[CH:7]=[CH:6][CH:5]=[CH:4][CH:3]=1.